The task is: Predict the reaction yield, written as a fraction of the theoretical maximum amount of product (1.0 means a 100% yield; for example, 0.34 means a 34% yield).. This data is from Reaction yield outcomes from USPTO patents with 853,638 reactions. (1) The reactants are S(Cl)([Cl:4])(=O)=O.[Br:6][C:7]1[CH:8]=[CH:9][C:10]2[S:14][C:13](S)=[N:12][C:11]=2[CH:16]=1. No catalyst specified. The product is [Br:6][C:7]1[CH:8]=[CH:9][C:10]2[S:14][C:13]([Cl:4])=[N:12][C:11]=2[CH:16]=1. The yield is 1.00. (2) The reactants are C[O:2][C:3]([C:5]1[CH:26]=[CH:25][C:8]2[C:9]3[N:10]=[C:11]([C:17]4[N:21]([CH:22]([CH3:24])[CH3:23])[CH:20]=[N:19][N:18]=4)[S:12][C:13]=3[CH2:14][CH2:15][O:16][C:7]=2[CH:6]=1)=O.[H-].[H-].[H-].[H-].[Li+].[Al+3]. The catalyst is C1COCC1. The product is [CH:22]([N:21]1[CH:20]=[N:19][N:18]=[C:17]1[C:11]1[S:12][C:13]2[CH2:14][CH2:15][O:16][C:7]3[CH:6]=[C:5]([CH2:3][OH:2])[CH:26]=[CH:25][C:8]=3[C:9]=2[N:10]=1)([CH3:24])[CH3:23]. The yield is 0.980. (3) The reactants are [Cl:1][C:2]1[CH:3]=[C:4]([C:21]2[CH:26]=[CH:25][C:24]([O:27]C)=[CH:23][C:22]=2[CH3:29])[CH:5]=[CH:6][C:7]=1[CH2:8][CH:9]1[CH2:13][CH2:12][N:11]([CH:14]2[CH2:19][CH2:18][CH2:17][CH2:16][CH2:15]2)[C:10]1=[O:20].B(Br)(Br)Br.C(=O)(O)[O-].[Na+]. The catalyst is C(Cl)Cl. The product is [Cl:1][C:2]1[CH:3]=[C:4]([C:21]2[CH:26]=[CH:25][C:24]([OH:27])=[CH:23][C:22]=2[CH3:29])[CH:5]=[CH:6][C:7]=1[CH2:8][CH:9]1[CH2:13][CH2:12][N:11]([CH:14]2[CH2:19][CH2:18][CH2:17][CH2:16][CH2:15]2)[C:10]1=[O:20]. The yield is 0.980. (4) The reactants are [C:1]1([O:11]/[N:12]=C(/OCC)\C)[C:10]2[C:5](=[CH:6][CH:7]=[CH:8][CH:9]=2)[CH:4]=[CH:3][N:2]=1.O.C([O-])([O-])=O.[K+].[K+]. The catalyst is CO.O.S(=O)(=O)(O)O. The product is [C:1]1([O:11][NH2:12])[C:10]2[C:5](=[CH:6][CH:7]=[CH:8][CH:9]=2)[CH:4]=[CH:3][N:2]=1. The yield is 0.320. (5) The reactants are [Cl:1][C:2]1[CH:3]=[C:4]2[C:9](=[CH:10][CH:11]=1)[NH:8][CH:7]([C:12]1[CH:13]=[C:14]([NH2:18])[CH:15]=[CH:16][CH:17]=1)[CH2:6][C:5]2([CH3:20])[CH3:19].[CH3:21][S:22](Cl)(=[O:24])=[O:23]. The catalyst is N1C=CC=CC=1. The product is [Cl:1][C:2]1[CH:3]=[C:4]2[C:9](=[CH:10][CH:11]=1)[NH:8][CH:7]([C:12]1[CH:13]=[C:14]([NH:18][S:22]([CH3:21])(=[O:24])=[O:23])[CH:15]=[CH:16][CH:17]=1)[CH2:6][C:5]2([CH3:20])[CH3:19]. The yield is 0.550. (6) The reactants are Cl.[C:2](=[NH:7])([O:4][CH2:5][CH3:6])[CH3:3].Cl.[F:9][C:10]([F:14])([F:13])[CH2:11]N.C([O-])([O-])=O.[K+].[K+]. The catalyst is C(Cl)Cl.O. The product is [CH2:5]([O:4][C:2](=[N:7][CH2:11][C:10]([F:14])([F:13])[F:9])[CH3:3])[CH3:6]. The yield is 0.870.